This data is from Full USPTO retrosynthesis dataset with 1.9M reactions from patents (1976-2016). The task is: Predict the reactants needed to synthesize the given product. (1) Given the product [Cl:1][C:2]1[CH:3]=[CH:4][C:5]2[NH:10][C:9](=[O:11])[C@H:8]([C@H:12]([OH:17])[C:13]([O:15][CH3:16])=[O:14])[NH:7][C:6]=2[N:18]=1, predict the reactants needed to synthesize it. The reactants are: [Cl:1][C:2]1[CH:3]=[CH:4][C:5]2[NH:10][C:9](=[O:11])[CH:8]([CH:12]([OH:17])[C:13]([O:15][CH3:16])=[O:14])[NH:7][C:6]=2[N:18]=1.ClC1N=C(N[C@@H]([C@H](O)C(OC)=O)C(OC)=O)C([N+]([O-])=O)=CC=1. (2) Given the product [CH3:52][Si:2]([CH3:1])([O:7][C@@H:8]1[C@H:12]([O:13][Si:14]([CH3:20])([CH3:19])[C:15]([CH3:18])([CH3:16])[CH3:17])[C@@H:11]([CH2:21][O:22][Si:23]([CH3:28])([CH3:29])[C:24]([CH3:27])([CH3:26])[CH3:25])[O:10][C@H:9]1[N:30]1[CH:38]=[N:37][C:36]2[C:31]1=[N:32][C:33]([C:40]1[CH:41]=[N:42][N:43]([CH2:45][CH2:46][CH2:47][CH2:48][CH3:49])[CH:44]=1)=[N:34][C:35]=2[NH2:39])[C:3]([CH3:4])([CH3:5])[CH3:6], predict the reactants needed to synthesize it. The reactants are: [CH3:1][Si:2]([CH3:52])([O:7][C@@H:8]1[C@H:12]([O:13][Si:14]([CH3:20])([CH3:19])[C:15]([CH3:18])([CH3:17])[CH3:16])[C@@H:11]([CH2:21][O:22][Si:23]([CH3:29])([CH3:28])[C:24]([CH3:27])([CH3:26])[CH3:25])[O:10][C@H:9]1[N:30]1[CH:38]=[N:37][C:36]2[C:31]1=[N:32][C:33]([C:40]1[CH:41]=[N:42][N:43]([CH2:45][C:46]3C=C[CH:49]=[CH:48][CH:47]=3)[CH:44]=1)=[N:34][C:35]=2[NH2:39])[C:3]([CH3:6])([CH3:5])[CH3:4].IC(C)CCCC1C=CNN=1.IC1C=CC(CC2C=CNN=2)=CC=1. (3) Given the product [C:1]([O:5][C:6](=[O:25])[NH:7][C:8]1[CH:13]=[C:12]([N:14]2[CH2:15][CH2:16][O:17][CH2:18][CH2:19]2)[C:11]([C:20]([F:21])([F:22])[F:23])=[CH:10][C:9]=1[NH:24][C:31](=[O:30])[CH2:32][C:33]([C:35]1[CH:40]=[CH:39][CH:38]=[C:37]([C:41]2[CH:46]=[CH:45][N:44]=[C:43]([CH3:47])[CH:42]=2)[CH:36]=1)=[O:34])([CH3:4])([CH3:2])[CH3:3], predict the reactants needed to synthesize it. The reactants are: [C:1]([O:5][C:6](=[O:25])[NH:7][C:8]1[CH:13]=[C:12]([N:14]2[CH2:19][CH2:18][O:17][CH2:16][CH2:15]2)[C:11]([C:20]([F:23])([F:22])[F:21])=[CH:10][C:9]=1[NH2:24])([CH3:4])([CH3:3])[CH3:2].C([O:30][C:31](=O)[CH2:32][C:33]([C:35]1[CH:40]=[CH:39][CH:38]=[C:37]([C:41]2[CH:46]=[CH:45][N:44]=[C:43]([CH3:47])[CH:42]=2)[CH:36]=1)=[O:34])(C)(C)C. (4) Given the product [CH:17]([O:10][CH:9]=[CH2:1])=[CH2:18].[C:18]1([CH2:17][OH:27])[CH:26]=[CH:25][CH:24]=[C:20]([CH2:21][OH:22])[CH:19]=1, predict the reactants needed to synthesize it. The reactants are: [C:1]1([CH2:9][OH:10])C=CC=C(CO)C=1.[H-].[Al+3].[Li+].[H-].[H-].[H-].[C:17](Cl)(=[O:27])[C:18]1[CH:26]=[CH:25][CH:24]=[C:20]([C:21](Cl)=[O:22])[CH:19]=1.